Dataset: Reaction yield outcomes from USPTO patents with 853,638 reactions. Task: Predict the reaction yield, written as a fraction of the theoretical maximum amount of product (1.0 means a 100% yield; for example, 0.34 means a 34% yield). (1) The reactants are [CH3:1][C:2]1([CH3:40])[O:6][C@H:5]([CH2:7][O:8][C:9]2[CH:14]=[CH:13][C:12]([C:15]([C:20]3[CH:25]=[CH:24][C:23]([C:26]#[C:27][C:28]([C:34]([F:37])([F:36])[F:35])([OH:33])[C:29]([F:32])([F:31])[F:30])=[C:22]([CH3:38])[CH:21]=3)([CH2:18][CH3:19])[CH2:16][CH3:17])=[CH:11][C:10]=2[CH3:39])[CH2:4][O:3]1.[H-].[H-].[H-].[H-].[Li+].[Al+3].[NH4+].[Cl-]. The catalyst is C1COCC1. The yield is 0.910. The product is [CH3:40][C:2]1([CH3:1])[O:6][C@H:5]([CH2:7][O:8][C:9]2[CH:14]=[CH:13][C:12]([C:15]([C:20]3[CH:25]=[CH:24][C:23](/[CH:26]=[CH:27]/[C:28]([C:29]([F:31])([F:30])[F:32])([OH:33])[C:34]([F:35])([F:36])[F:37])=[C:22]([CH3:38])[CH:21]=3)([CH2:18][CH3:19])[CH2:16][CH3:17])=[CH:11][C:10]=2[CH3:39])[CH2:4][O:3]1. (2) The reactants are F[C:2]1[CH:20]=[CH:19][C:18]([C:21]([F:24])([F:23])[F:22])=[CH:17][C:3]=1[C:4]([NH:6][C:7]1[CH:12]=[CH:11][CH:10]=[C:9]([S:13](=[O:16])(=[O:15])[NH2:14])[CH:8]=1)=[O:5].[F:25][C:26]1[CH:31]=[CH:30][C:29]([OH:32])=[C:28]([CH3:33])[CH:27]=1.C(=O)([O-])[O-].[Cs+].[Cs+].Cl. The catalyst is CN(C=O)C.O.C(OCC)(=O)C. The product is [F:25][C:26]1[CH:31]=[CH:30][C:29]([O:32][C:2]2[CH:20]=[CH:19][C:18]([C:21]([F:24])([F:23])[F:22])=[CH:17][C:3]=2[C:4]([NH:6][C:7]2[CH:12]=[CH:11][CH:10]=[C:9]([S:13](=[O:16])(=[O:15])[NH2:14])[CH:8]=2)=[O:5])=[C:28]([CH3:33])[CH:27]=1. The yield is 0.320. (3) The reactants are [C:1]1(C)C=CC=C[CH:2]=1.[N+:8]([CH:11]=[C:12]1[CH2:18][O:17][CH2:16][CH2:15][O:14][CH2:13]1)([O-:10])=[O:9].C1(P(C2C=CC=CC=2)C2C=CC3C(=CC=CC=3)C=2C2C3C(=CC=CC=3)C=CC=2P(C2C=CC=CC=2)C2C=CC=CC=2)C=CC=CC=1.C([B-](F)(F)F)=C.[K+]. The catalyst is [B-](F)(F)(F)F.C1CC=CCCC=C1.C1CC=CCCC=C1.[Rh].O. The product is [N+:8]([CH2:11][C:12]1([CH:1]=[CH2:2])[CH2:13][O:14][CH2:15][CH2:16][O:17][CH2:18]1)([O-:10])=[O:9]. The yield is 0.260. (4) The reactants are [C:1]([O:5][C:6]([N:8]([C:17]([O:19][C:20]([CH3:23])([CH3:22])[CH3:21])=[O:18])[C@H:9]1[C@H:14]([O:15][CH3:16])[CH2:13][CH2:12][NH:11][CH2:10]1)=[O:7])([CH3:4])([CH3:3])[CH3:2].Cl[C:25]1[CH:30]=[CH:29][N:28]=[CH:27][C:26]=1[N+:31]([O-:33])=[O:32].CCN(C(C)C)C(C)C. The catalyst is CCOC(C)=O. The product is [C:6]([N:8]([C:17]([O:19][C:20]([CH3:23])([CH3:22])[CH3:21])=[O:18])[C@H:9]1[C@H:14]([O:15][CH3:16])[CH2:13][CH2:12][N:11]([C:25]2[CH:30]=[CH:29][N:28]=[CH:27][C:26]=2[N+:31]([O-:33])=[O:32])[CH2:10]1)([O:5][C:1]([CH3:4])([CH3:3])[CH3:2])=[O:7]. The yield is 0.590.